From a dataset of Tyrosyl-DNA phosphodiesterase HTS with 341,365 compounds. Binary Classification. Given a drug SMILES string, predict its activity (active/inactive) in a high-throughput screening assay against a specified biological target. The drug is Clc1ccc(CC(=O)NCCc2sc3n(nc(n3)c3ccc(OC)cc3)c2C)cc1. The result is 0 (inactive).